Dataset: Full USPTO retrosynthesis dataset with 1.9M reactions from patents (1976-2016). Task: Predict the reactants needed to synthesize the given product. (1) Given the product [CH2:26]([S:23]([C:20]1[N:21]=[CH:22][C:17]([O:10][C:8]2[CH:9]=[C:4]([CH:5]=[C:6]([O:28][CH:29]([CH3:33])[CH2:30][O:31][CH3:32])[CH:7]=2)[C:3]([NH:34][C:35]2[CH:39]=[CH:38][NH:37][N:36]=2)=[O:15])=[CH:18][CH:19]=1)(=[O:25])=[O:24])[CH3:27], predict the reactants needed to synthesize it. The reactants are: CO[C:3](=[O:15])[C:4]1[CH:9]=[C:8]([OH:10])[CH:7]=[C:6](OCOC)[CH:5]=1.Br[C:17]1[CH:18]=[CH:19][C:20]([S:23]([CH2:26][CH3:27])(=[O:25])=[O:24])=[N:21][CH:22]=1.[OH:28][C@H:29]([CH3:33])[CH2:30][O:31][CH3:32].[NH2:34][C:35]1[CH:39]=[CH:38][NH:37][N:36]=1. (2) Given the product [CH2:1]([N:8]([CH2:9][CH2:10][C:11]1[CH:12]=[CH:13][C:14]([CH2:17][N:18]2[CH2:22][CH2:21][CH2:20][CH2:19]2)=[CH:15][CH:16]=1)[C:36]([C:33]1[CH:32]=[CH:31][C:30]([C:27]2[CH:28]=[CH:29][C:24]([Cl:23])=[CH:25][CH:26]=2)=[CH:35][CH:34]=1)=[O:37])[C:2]1[CH:3]=[CH:4][CH:5]=[CH:6][CH:7]=1, predict the reactants needed to synthesize it. The reactants are: [CH2:1]([NH:8][CH2:9][CH2:10][C:11]1[CH:16]=[CH:15][C:14]([CH2:17][N:18]2[CH2:22][CH2:21][CH2:20][CH2:19]2)=[CH:13][CH:12]=1)[C:2]1[CH:7]=[CH:6][CH:5]=[CH:4][CH:3]=1.[Cl:23][C:24]1[CH:29]=[CH:28][C:27]([C:30]2[CH:35]=[CH:34][C:33]([C:36](O)=[O:37])=[CH:32][CH:31]=2)=[CH:26][CH:25]=1.